This data is from Full USPTO retrosynthesis dataset with 1.9M reactions from patents (1976-2016). The task is: Predict the reactants needed to synthesize the given product. (1) Given the product [NH2:25][CH2:24][CH2:23][NH:26][C:3]1[CH:4]=[C:5]2[C:10](=[CH:11][CH:2]=1)[N:9]([CH2:12][C:13]1[CH:18]=[CH:17][CH:16]=[CH:15][CH:14]=1)[CH:8]=[C:7]([C:19]([OH:21])=[O:20])[C:6]2=[O:22], predict the reactants needed to synthesize it. The reactants are: Cl[C:2]1[CH:11]=[C:10]2[C:5]([C:6](=[O:22])[C:7]([C:19]([OH:21])=[O:20])=[CH:8][N:9]2[CH2:12][C:13]2[CH:18]=[CH:17][CH:16]=[CH:15][CH:14]=2)=[CH:4][CH:3]=1.[CH2:23]([NH2:26])[CH2:24][NH2:25].C(Cl)Cl. (2) Given the product [C:6]([O:5][C:4]([N:3]([CH2:11][C:12]1[C:17]([CH3:18])=[C:16]([C:19]2[CH:20]=[C:21]3[C:25](=[CH:26][CH:27]=2)[N:24]([CH:28]2[CH2:33][CH2:32][CH2:31][CH2:30][O:29]2)[N:23]=[C:22]3[C:34]2[NH:35][C:36]([C:39]([NH:41][CH:42]3[CH2:90][CH:46]4[N:45]([C:54]([O:53][C:49]([CH3:52])([CH3:51])[CH3:50])=[O:55])[CH:44]([CH2:48][CH2:47]4)[CH2:43]3)=[O:40])=[CH:37][N:38]=2)[CH:15]=[N:14][CH:13]=1)[CH2:1][CH3:2])=[O:10])([CH3:9])([CH3:7])[CH3:8], predict the reactants needed to synthesize it. The reactants are: [CH2:1]([N:3]([CH2:11][C:12]1[CH:13]=[N:14][CH:15]=[C:16]([C:19]2[CH:20]=[C:21]3[C:25](=[CH:26][CH:27]=2)[N:24]([CH:28]2[CH2:33][CH2:32][CH2:31][CH2:30][O:29]2)[N:23]=[C:22]3[C:34]2[NH:35][C:36]([C:39]([NH:41][CH2:42][C:43]3[CH:44]=[N:45][CH:46]=[CH:47][CH:48]=3)=[O:40])=[CH:37][N:38]=2)[C:17]=1[CH3:18])[C:4](=[O:10])[O:5][C:6]([CH3:9])([CH3:8])[CH3:7])[CH3:2].[C:49]([O:53][C:54](N(CC1C(C)=C(C2C=C3C(=CC=2)N(C2CCCCO2)N=C3C2NC(C(O)=O)=CN=2)C=NC=1)CC)=[O:55])([CH3:52])([CH3:51])[CH3:50].[CH:90](N(C(C)C)CC)(C)C.C(N[C@@]12N(C)[C@@H](CC1)CCC2)(OC(C)(C)C)=O.CN(C(ON1N=NC2C=CC=NC1=2)=[N+](C)C)C.F[P-](F)(F)(F)(F)F.